Dataset: Forward reaction prediction with 1.9M reactions from USPTO patents (1976-2016). Task: Predict the product of the given reaction. (1) Given the reactants [N:1]([C:4]1[CH:5]=[CH:6][C:7]([CH3:28])=[C:8]([C:10]([C:12]2[CH:17]=[CH:16][C:15]([NH:18][C:19]3[CH:24]=[CH:23][CH:22]=[CH:21][C:20]=3[O:25][CH3:26])=[CH:14][C:13]=2[Cl:27])=[O:11])[CH:9]=1)=[N+:2]=[N-:3].[CH2:29]([OH:33])[CH2:30][C:31]#[CH:32], predict the reaction product. The product is: [Cl:27][C:13]1[CH:14]=[C:15]([NH:18][C:19]2[CH:24]=[CH:23][CH:22]=[CH:21][C:20]=2[O:25][CH3:26])[CH:16]=[CH:17][C:12]=1[C:10]([C:8]1[CH:9]=[C:4]([N:1]2[CH:32]=[C:31]([CH2:30][CH2:29][OH:33])[N:3]=[N:2]2)[CH:5]=[CH:6][C:7]=1[CH3:28])=[O:11]. (2) Given the reactants Br[C:2]1[C:3]([Cl:18])=[C:4]([NH:10][C:11](=[O:17])[O:12][C:13]([CH3:16])([CH3:15])[CH3:14])[CH:5]=[C:6]([C:8]#[N:9])[CH:7]=1.C1(CNCC2CCCCC2)CCCCC1.[CH2:34]([OH:37])[CH:35]=[CH2:36], predict the reaction product. The product is: [Cl:18][C:3]1[C:2]([CH2:36][CH2:35][CH:34]=[O:37])=[CH:7][C:6]([C:8]#[N:9])=[CH:5][C:4]=1[NH:10][C:11](=[O:17])[O:12][C:13]([CH3:16])([CH3:15])[CH3:14]. (3) Given the reactants [C:1]([O:5][C:6](=[O:19])[NH:7][C:8]1[CH:13]=[CH:12][C:11]([C:14]([F:17])([F:16])[F:15])=[CH:10][C:9]=1[NH2:18])([CH3:4])([CH3:3])[CH3:2].C([O:24][C:25](=O)[CH2:26][C:27]([C:29]1[CH:34]=[CH:33][CH:32]=[C:31]([C:35]2[C:36]([CH:41]3[CH2:43][CH2:42]3)=[N:37][CH:38]=[CH:39][CH:40]=2)[CH:30]=1)=[O:28])(C)(C)C, predict the reaction product. The product is: [C:1]([O:5][C:6](=[O:19])[NH:7][C:8]1[CH:13]=[CH:12][C:11]([C:14]([F:17])([F:16])[F:15])=[CH:10][C:9]=1[NH:18][C:25](=[O:24])[CH2:26][C:27]([C:29]1[CH:34]=[CH:33][CH:32]=[C:31]([C:35]2[C:36]([CH:41]3[CH2:42][CH2:43]3)=[N:37][CH:38]=[CH:39][CH:40]=2)[CH:30]=1)=[O:28])([CH3:4])([CH3:2])[CH3:3]. (4) Given the reactants [C:1]([O:4][C:5]1[C:6](=[CH:10][CH:11]=[CH:12][CH:13]=1)[C:7]([OH:9])=[O:8])(=[O:3])[CH3:2].OC1C2N=NNC=2C=CC=1.C1CCC(N=C=NC2CCCCC2)CC1.O[C:40]1[CH:45]=[CH:44][C:43]([C:46]2[S:50][S:49][C:48](=[S:51])[CH:47]=2)=[CH:42][CH:41]=1, predict the reaction product. The product is: [C:1]([O:4][C:5]1[CH:13]=[CH:12][CH:11]=[CH:10][C:6]=1[C:7]([O:9][C:40]1[CH:41]=[CH:42][C:43]([C:46]2[S:50][S:49][C:48](=[S:51])[CH:47]=2)=[CH:44][CH:45]=1)=[O:8])(=[O:3])[CH3:2].